Predict the product of the given reaction. From a dataset of Forward reaction prediction with 1.9M reactions from USPTO patents (1976-2016). (1) Given the reactants [CH3:1][O:2][C:3](=[O:30])[C:4]1[CH:9]=[CH:8][C:7](F)=[CH:6][C:5]=1[O:11][C:12]1[C:20]2[N:19]=[N:18][N:17]([CH2:21][C:22]3[CH:27]=[CH:26][C:25]([O:28][CH3:29])=[CH:24][CH:23]=3)[C:16]=2[CH:15]=[CH:14][CH:13]=1.[NH:31]1[CH2:36][CH2:35][NH:34][CH2:33][CH2:32]1.ClCCl, predict the reaction product. The product is: [CH3:1][O:2][C:3](=[O:30])[C:4]1[CH:9]=[CH:8][C:7]([N:31]2[CH2:36][CH2:35][NH:34][CH2:33][CH2:32]2)=[CH:6][C:5]=1[O:11][C:12]1[C:20]2[N:19]=[N:18][N:17]([CH2:21][C:22]3[CH:27]=[CH:26][C:25]([O:28][CH3:29])=[CH:24][CH:23]=3)[C:16]=2[CH:15]=[CH:14][CH:13]=1. (2) Given the reactants Cl[C:2]1[N:7]=[C:6]([NH:8][C@H:9]([CH3:12])[CH2:10][OH:11])[C:5]([C:13]2[S:14][CH:15]=[CH:16][CH:17]=2)=[CH:4][N:3]=1.[NH2:18][C:19]1[CH:24]=[CH:23][C:22]([S:25]([CH3:33])(=[N:27][C:28](=[O:32])[NH:29][CH2:30][CH3:31])=[O:26])=[CH:21][CH:20]=1, predict the reaction product. The product is: [CH2:30]([NH:29][C:28]([N:27]=[S:25]([C:22]1[CH:21]=[CH:20][C:19]([NH:18][C:2]2[N:7]=[C:6]([NH:8][C@H:9]([CH3:12])[CH2:10][OH:11])[C:5]([C:13]3[S:14][CH:15]=[CH:16][CH:17]=3)=[CH:4][N:3]=2)=[CH:24][CH:23]=1)([CH3:33])=[O:26])=[O:32])[CH3:31]. (3) The product is: [NH2:1][C:4]([CH2:9][CH2:10][C:11]1[CH:16]=[CH:15][C:14]([CH2:17][CH2:18][CH2:19][CH2:20][CH2:21][CH2:22][CH2:23][CH3:24])=[CH:13][CH:12]=1)([CH2:7][OH:8])[CH2:5][OH:6]. Given the reactants [N+:1]([C:4]([CH2:9][CH2:10][C:11]1[CH:16]=[CH:15][C:14]([CH2:17][CH2:18][CH2:19][CH2:20][CH2:21][CH2:22][CH2:23][CH3:24])=[CH:13][CH:12]=1)([CH2:7][OH:8])[CH2:5][OH:6])([O-])=O.[H][H], predict the reaction product. (4) Given the reactants [O:1]1[CH2:6][CH2:5][N:4]([C:7]2[C:8]3[N:9]([N:13]=[CH:14][C:15]=3[C:16]([O:18]C)=[O:17])[CH:10]=[CH:11][CH:12]=2)[CH2:3][CH2:2]1.[Li+].[OH-], predict the reaction product. The product is: [O:1]1[CH2:6][CH2:5][N:4]([C:7]2[C:8]3[N:9]([N:13]=[CH:14][C:15]=3[C:16]([OH:18])=[O:17])[CH:10]=[CH:11][CH:12]=2)[CH2:3][CH2:2]1. (5) Given the reactants Cl[CH:2]([CH:14]1[CH2:19][CH2:18][CH2:17][CH2:16][CH2:15]1)[C:3]1[O:4][C:5]2[CH:12]=[CH:11][C:10]([CH3:13])=[CH:9][C:6]=2[C:7]=1[CH3:8].[NH2:20][C:21]1[CH:26]=[CH:25][C:24]([C:27]([NH:29][CH2:30][CH2:31][C:32]([O:34]CC)=[O:33])=[O:28])=[CH:23][CH:22]=1.[I-].[Na+].C(=O)([O-])[O-].[Na+].[Na+].Cl, predict the reaction product. The product is: [CH:14]1([C@H:2]([NH:20][C:21]2[CH:22]=[CH:23][C:24]([C:27]([NH:29][CH2:30][CH2:31][C:32]([OH:34])=[O:33])=[O:28])=[CH:25][CH:26]=2)[C:3]2[O:4][C:5]3[CH:12]=[CH:11][C:10]([CH3:13])=[CH:9][C:6]=3[C:7]=2[CH3:8])[CH2:19][CH2:18][CH2:17][CH2:16][CH2:15]1. (6) The product is: [NH2:1][C:2]1[S:3][C:4]2[CH:10]=[C:9]([CH2:11][C:12]([O:14][CH3:19])=[O:13])[CH:8]=[CH:7][C:5]=2[N:6]=1. Given the reactants [NH2:1][C:2]1[S:3][C:4]2[CH:10]=[C:9]([CH2:11][C:12]([OH:14])=[O:13])[CH:8]=[CH:7][C:5]=2[N:6]=1.CO.Cl.O1CCOC[CH2:19]1, predict the reaction product. (7) Given the reactants [CH3:1][O:2][C:3]1[CH:22]=[CH:21][C:6]([CH2:7][C@@H:8]2[C:12]3=[N:13][C:14]4[CH:19]=[CH:18][CH:17]=[CH:16][C:15]=4[N:11]3[C:10](=[O:20])[NH:9]2)=[CH:5][CH:4]=1.[NH2:23][CH:24]1[CH2:29][CH2:28][CH2:27][CH:26]([C:30]([O:32][CH3:33])=[O:31])[CH2:25]1.C(O)(C(F)(F)F)=O, predict the reaction product. The product is: [NH:11]1[C:15]2[CH:16]=[CH:17][CH:18]=[CH:19][C:14]=2[N:13]=[C:12]1[C@H:8]([NH:9][C:10](=[O:20])[NH:23][CH:24]1[CH2:29][CH2:28][CH2:27][CH:26]([C:30]([O:32][CH3:33])=[O:31])[CH2:25]1)[CH2:7][C:6]1[CH:5]=[CH:4][C:3]([O:2][CH3:1])=[CH:22][CH:21]=1.